From a dataset of Forward reaction prediction with 1.9M reactions from USPTO patents (1976-2016). Predict the product of the given reaction. (1) Given the reactants Cl.[NH2:2][C:3]1[CH:11]=[CH:10][CH:9]=[C:8]2[C:4]=1[CH:5]([CH3:14])[CH2:6][C:7]2([CH3:13])[CH3:12].[OH-].[Na+].C1(C)C=CC=CC=1, predict the reaction product. The product is: [NH2:2][C:3]1[CH:11]=[CH:10][CH:9]=[C:8]2[C:4]=1[CH:5]([CH3:14])[CH2:6][C:7]2([CH3:13])[CH3:12]. (2) Given the reactants ClC1C(F)=C(C=CC=1)N[C:6]1[C:15]2[C:10](=[CH:11][C:12]([O:17][CH3:18])=[C:13](O)[CH:14]=2)[N:9]=[CH:8][N:7]=1.[N+](C1C=CC(S(O[C@@H]2CCN(C(OC(C)(C)C)=O)C2)(=O)=O)=CC=1)([O-])=O, predict the reaction product. The product is: [CH3:18][O:17][C:12]1[CH:11]=[C:10]2[C:15]([CH:6]=[N:7][CH:8]=[N:9]2)=[CH:14][CH:13]=1. (3) Given the reactants [N:1]1([C:7](Cl)=[O:8])[CH2:6][CH2:5][O:4][CH2:3][CH2:2]1.[NH2:10][CH2:11][CH2:12][O:13][CH2:14][CH2:15][N:16]1[C:24]2[C:23]([CH3:25])=[C:22]([CH3:26])[N:21]=[C:20]([NH2:27])[C:19]=2[N:18]=[C:17]1[CH3:28], predict the reaction product. The product is: [NH2:27][C:20]1[C:19]2[N:18]=[C:17]([CH3:28])[N:16]([CH2:15][CH2:14][O:13][CH2:12][CH2:11][NH:10][C:7]([N:1]3[CH2:6][CH2:5][O:4][CH2:3][CH2:2]3)=[O:8])[C:24]=2[C:23]([CH3:25])=[C:22]([CH3:26])[N:21]=1. (4) Given the reactants [Cl:1][C:2]1[C:10]2[N:9]=[C:8]3[N:11]([C:16]4[C:17]([CH3:25])=[CH:18][C:19]([N:22]([CH3:24])[CH3:23])=[N:20][CH:21]=4)[CH2:12][CH2:13][CH2:14][CH2:15][N:7]3[C:6]=2[C:5]([CH:26]([CH2:29][CH3:30])[CH2:27][CH3:28])=[CH:4][CH:3]=1.ClC1C=CC=C(C(OO)=[O:39])C=1, predict the reaction product. The product is: [Cl:1][C:2]1[C:10]2[N:9]=[C:8]3[N:11]([C:16]4[CH:21]=[N+:20]([O-:39])[C:19]([N:22]([CH3:24])[CH3:23])=[CH:18][C:17]=4[CH3:25])[CH2:12][CH2:13][CH2:14][CH2:15][N:7]3[C:6]=2[C:5]([CH:26]([CH2:29][CH3:30])[CH2:27][CH3:28])=[CH:4][CH:3]=1. (5) Given the reactants [Cl:1][C:2]1[C:11]([N:12]2[C:16](=[O:17])[NH:15][N:14]=[N:13]2)=[C:10]([Cl:18])[CH:9]=[CH:8][C:3]=1[C:4]([O:6][CH3:7])=[O:5].CI.[C:21](=O)([O-])[O-].[K+].[K+].O, predict the reaction product. The product is: [Cl:1][C:2]1[C:11]([N:12]2[C:16](=[O:17])[N:15]([CH3:21])[N:14]=[N:13]2)=[C:10]([Cl:18])[CH:9]=[CH:8][C:3]=1[C:4]([O:6][CH3:7])=[O:5]. (6) Given the reactants C(OP([CH2:9][C:10]1[CH:15]=[CH:14][C:13]([O:16][CH3:17])=[CH:12][C:11]=1[N+:18]([O-:20])=[O:19])(=O)OCC)C.C1OCCOCCOCCOCCOC1.[H-].[Na+].[O:38]1[CH2:43][CH2:42][C:41](=O)[CH2:40][CH2:39]1, predict the reaction product. The product is: [CH3:17][O:16][C:13]1[CH:14]=[CH:15][C:10]([CH:9]=[C:41]2[CH2:42][CH2:43][O:38][CH2:39][CH2:40]2)=[C:11]([N+:18]([O-:20])=[O:19])[CH:12]=1. (7) The product is: [CH2:35]([N:37]([CH2:41][CH3:42])[CH2:38][CH2:39][N:7]1[C:3]([CH:1]=[O:2])=[C:4]([CH3:12])[C:5]([C:9]([NH2:15])=[O:11])=[C:6]1[CH3:8])[CH3:36]. Given the reactants [CH:1]([C:3]1[NH:7][C:6]([CH3:8])=[C:5]([C:9]([OH:11])=O)[C:4]=1[CH3:12])=[O:2].Cl.C[N:15](C)CCCN=C=NCC.ON1C2C=CC=CC=2N=N1.[CH2:35]([N:37]([CH2:41][CH3:42])[CH2:38][CH2:39]N)[CH3:36], predict the reaction product. (8) Given the reactants [C:1]([O:5][C:6]([N:8]1[CH:13]2[CH2:14][CH2:15][CH:9]1[CH2:10][C:11](=[O:16])[CH2:12]2)=[O:7])([CH3:4])([CH3:3])[CH3:2].C[Si]([N-][Si](C)(C)C)(C)C.[Li+].C1C=CC(N([S:34]([C:37]([F:40])([F:39])[F:38])(=[O:36])=[O:35])[S:34]([C:37]([F:40])([F:39])[F:38])(=[O:36])=[O:35])=CC=1, predict the reaction product. The product is: [C:1]([O:5][C:6]([N:8]1[CH:13]2[CH2:14][CH2:15][CH:9]1[CH:10]=[C:11]([O:16][S:34]([C:37]([F:40])([F:39])[F:38])(=[O:36])=[O:35])[CH2:12]2)=[O:7])([CH3:4])([CH3:2])[CH3:3]. (9) Given the reactants [Br:1][C:2]1[CH:11]=[CH:10][CH:9]=[C:8]2[C:3]=1[CH:4]=[CH:5][C:6]([Cl:12])=[N:7]2.[Li+].[CH3:14]C([N-]C(C)C)C.IC.[NH4+].[Cl-], predict the reaction product. The product is: [Br:1][C:2]1[CH:11]=[CH:10][CH:9]=[C:8]2[C:3]=1[CH:4]=[C:5]([CH3:14])[C:6]([Cl:12])=[N:7]2.